Dataset: Catalyst prediction with 721,799 reactions and 888 catalyst types from USPTO. Task: Predict which catalyst facilitates the given reaction. Reactant: [NH:1]([C:7]([O:9][C:10]([CH3:13])([CH3:12])[CH3:11])=[O:8])[C@H:2]([C:4]([OH:6])=O)[CH3:3].CN1CCOCC1.ClC(OCC(C)C)=O.[N:29]1[CH:34]=[CH:33][CH:32]=[CH:31][C:30]=1[NH:35][C:36]1[C:37]([NH2:42])=[N:38][CH:39]=[CH:40][CH:41]=1.[NH4+].[Cl-]. Product: [O:6]=[C:4]([NH:42][C:37]1[C:36]([NH:35][C:30]2[CH:31]=[CH:32][CH:33]=[CH:34][N:29]=2)=[CH:41][CH:40]=[CH:39][N:38]=1)[C@@H:2]([NH:1][C:7](=[O:8])[O:9][C:10]([CH3:13])([CH3:12])[CH3:11])[CH3:3]. The catalyst class is: 2.